From a dataset of Full USPTO retrosynthesis dataset with 1.9M reactions from patents (1976-2016). Predict the reactants needed to synthesize the given product. Given the product [CH2:1]([O:8][C:9]([NH:11][C@H:12]([CH2:40][Br:68])[CH2:13][O:14][C:15]1[CH:20]=[CH:19][CH:18]=[CH:17][C:16]=1[C:21]1[NH:25][C:24]2[C:26]([CH3:33])=[C:27]([C:29]([O:31][CH3:32])=[O:30])[S:28][C:23]=2[C:22]=1[CH:34]1[CH2:39][CH2:38][CH2:37][CH2:36][CH2:35]1)=[O:10])[C:2]1[CH:7]=[CH:6][CH:5]=[CH:4][CH:3]=1, predict the reactants needed to synthesize it. The reactants are: [CH2:1]([O:8][C:9]([NH:11][C@H:12]([CH2:40]O)[CH2:13][O:14][C:15]1[CH:20]=[CH:19][CH:18]=[CH:17][C:16]=1[C:21]1[NH:25][C:24]2[C:26]([CH3:33])=[C:27]([C:29]([O:31][CH3:32])=[O:30])[S:28][C:23]=2[C:22]=1[CH:34]1[CH2:39][CH2:38][CH2:37][CH2:36][CH2:35]1)=[O:10])[C:2]1[CH:7]=[CH:6][CH:5]=[CH:4][CH:3]=1.C1(P(C2C=CC=CC=2)C2C=CC=CC=2)C=CC=CC=1.C([O-])([O-])=O.[K+].[K+].C(Br)(Br)(Br)[Br:68].